Dataset: Forward reaction prediction with 1.9M reactions from USPTO patents (1976-2016). Task: Predict the product of the given reaction. (1) Given the reactants Cl[C:2]1[CH:11]=[C:10]([CH3:12])[C:9]2[C:4](=[CH:5][CH:6]=[C:7]([O:13][CH3:14])[CH:8]=2)[N:3]=1.[CH:15]12[CH:22]([N:23](C)[C:24](=O)OC(C)(C)C)[CH:19]([CH2:20][CH2:21]1)[CH2:18][NH:17][CH2:16]2.CC([O-])(C)C.[Na+].C1C=CC(P(C2C(C3C(P(C4C=CC=CC=4)C4C=CC=CC=4)=CC=C4C=3C=CC=C4)=C3C(C=CC=C3)=CC=2)C2C=CC=CC=2)=CC=1, predict the reaction product. The product is: [CH3:14][O:13][C:7]1[CH:8]=[C:9]2[C:4](=[CH:5][CH:6]=1)[N:3]=[C:2]([N:17]1[CH2:18][CH:19]3[CH:22]([NH:23][CH3:24])[CH:15]([CH2:21][CH2:20]3)[CH2:16]1)[CH:11]=[C:10]2[CH3:12]. (2) Given the reactants [C:1]([O:5][C:6](=[O:18])[NH:7][C:8]1[CH:13]=[CH:12][C:11]([Br:14])=[C:10]([N+:15]([O-:17])=[O:16])[N:9]=1)([CH3:4])([CH3:3])[CH3:2].[H-].[Na+].[CH3:21]I.[NH4+].[Cl-], predict the reaction product. The product is: [C:1]([O:5][C:6](=[O:18])[N:7]([C:8]1[CH:13]=[CH:12][C:11]([Br:14])=[C:10]([N+:15]([O-:17])=[O:16])[N:9]=1)[CH3:21])([CH3:4])([CH3:2])[CH3:3]. (3) Given the reactants [C:1]1([CH3:14])[CH:6]=[CH:5][C:4]([CH:7]2[CH2:12][CH2:11][CH2:10][CH2:9][C:8]2=[O:13])=[CH:3][CH:2]=1.[C:15]1([CH:21]2[C:25]3([CH2:30][CH2:29][NH:28][CH2:27][CH2:26]3)[C:24](=[O:31])[NH:23][CH2:22]2)[CH:20]=[CH:19][CH:18]=[CH:17][CH:16]=1.[OH-].[Na+], predict the reaction product. The product is: [NH4+:23].[OH-:13].[C:15]1([CH:21]2[C:25]3([CH2:26][CH2:27][N:28]([C@@H:8]4[CH2:9][CH2:10][CH2:11][CH2:12][C@@H:7]4[C:4]4[CH:5]=[CH:6][C:1]([CH3:14])=[CH:2][CH:3]=4)[CH2:29][CH2:30]3)[C:24](=[O:31])[NH:23][CH2:22]2)[CH:16]=[CH:17][CH:18]=[CH:19][CH:20]=1. (4) Given the reactants [Cl:1][C:2]1[CH:3]=[C:4]([C:9]([C:12]2[N:16]([C:17]3[CH:22]=[CH:21][C:20]([F:23])=[CH:19][CH:18]=3)[C:15](=[S:24])[NH:14][CH:13]=2)([CH3:11])[CH3:10])[CH:5]=[CH:6][C:7]=1[Cl:8].Br[CH2:26][C:27]1[C:34]([F:35])=[CH:33][C:30]([C:31]#[N:32])=[CH:29][C:28]=1[F:36].C([O-])([O-])=O.[K+].[K+], predict the reaction product. The product is: [Cl:1][C:2]1[CH:3]=[C:4]([C:9]([C:12]2[N:16]([C:17]3[CH:18]=[CH:19][C:20]([F:23])=[CH:21][CH:22]=3)[C:15]([S:24][CH2:26][C:27]3[C:28]([F:36])=[CH:29][C:30]([C:31]#[N:32])=[CH:33][C:34]=3[F:35])=[N:14][CH:13]=2)([CH3:11])[CH3:10])[CH:5]=[CH:6][C:7]=1[Cl:8]. (5) Given the reactants [CH2:1]([O:5][C:6]1[CH:11]=[CH:10][CH:9]=[C:8]([Cl:12])[C:7]=1[C:13]#[N:14])[C@@H:2]1[O:4][CH2:3]1.[CH3:15][C:16]([NH2:27])([CH3:26])[CH2:17][C:18]1[CH:23]=[CH:22][C:21]([O:24][CH3:25])=[CH:20][CH:19]=1, predict the reaction product. The product is: [ClH:12].[OH:4][C@@H:2]([CH2:1][O:5][C:6]1[CH:11]=[CH:10][CH:9]=[C:8]([Cl:12])[C:7]=1[C:13]#[N:14])[CH2:3][NH:27][C:16]([CH3:26])([CH3:15])[CH2:17][C:18]1[CH:23]=[CH:22][C:21]([O:24][CH3:25])=[CH:20][CH:19]=1.